From a dataset of Peptide-MHC class II binding affinity with 134,281 pairs from IEDB. Regression. Given a peptide amino acid sequence and an MHC pseudo amino acid sequence, predict their binding affinity value. This is MHC class II binding data. (1) The peptide sequence is YDKFLALVSTVLTGK. The MHC is DRB1_0701 with pseudo-sequence DRB1_0701. The binding affinity (normalized) is 0.787. (2) The peptide sequence is KIQNVIIDECY. The MHC is DRB1_0404 with pseudo-sequence DRB1_0404. The binding affinity (normalized) is 0.0219.